From a dataset of NCI-60 drug combinations with 297,098 pairs across 59 cell lines. Regression. Given two drug SMILES strings and cell line genomic features, predict the synergy score measuring deviation from expected non-interaction effect. (1) Drug 1: C1CCC(C1)C(CC#N)N2C=C(C=N2)C3=C4C=CNC4=NC=N3. Drug 2: B(C(CC(C)C)NC(=O)C(CC1=CC=CC=C1)NC(=O)C2=NC=CN=C2)(O)O. Cell line: EKVX. Synergy scores: CSS=6.83, Synergy_ZIP=-2.36, Synergy_Bliss=0.782, Synergy_Loewe=3.29, Synergy_HSA=2.00. (2) Drug 1: CC(C)(C#N)C1=CC(=CC(=C1)CN2C=NC=N2)C(C)(C)C#N. Drug 2: C(CCl)NC(=O)N(CCCl)N=O. Cell line: SK-MEL-28. Synergy scores: CSS=2.03, Synergy_ZIP=-0.332, Synergy_Bliss=-0.0545, Synergy_Loewe=1.19, Synergy_HSA=-1.41. (3) Cell line: SN12C. Synergy scores: CSS=14.6, Synergy_ZIP=4.39, Synergy_Bliss=5.98, Synergy_Loewe=-11.1, Synergy_HSA=-1.65. Drug 2: CC1CCC2CC(C(=CC=CC=CC(CC(C(=O)C(C(C(=CC(C(=O)CC(OC(=O)C3CCCCN3C(=O)C(=O)C1(O2)O)C(C)CC4CCC(C(C4)OC)OCCO)C)C)O)OC)C)C)C)OC. Drug 1: CC1=C2C(C(=O)C3(C(CC4C(C3C(C(C2(C)C)(CC1OC(=O)C(C(C5=CC=CC=C5)NC(=O)C6=CC=CC=C6)O)O)OC(=O)C7=CC=CC=C7)(CO4)OC(=O)C)O)C)OC(=O)C. (4) Synergy scores: CSS=-0.0550, Synergy_ZIP=1.65, Synergy_Bliss=8.48, Synergy_Loewe=-9.19, Synergy_HSA=3.59. Cell line: K-562. Drug 1: CCCS(=O)(=O)NC1=C(C(=C(C=C1)F)C(=O)C2=CNC3=C2C=C(C=N3)C4=CC=C(C=C4)Cl)F. Drug 2: CCC(=C(C1=CC=CC=C1)C2=CC=C(C=C2)OCCN(C)C)C3=CC=CC=C3.C(C(=O)O)C(CC(=O)O)(C(=O)O)O. (5) Drug 1: C1=NC2=C(N=C(N=C2N1C3C(C(C(O3)CO)O)F)Cl)N. Drug 2: CCN(CC)CCNC(=O)C1=C(NC(=C1C)C=C2C3=C(C=CC(=C3)F)NC2=O)C. Cell line: HT29. Synergy scores: CSS=-5.56, Synergy_ZIP=2.94, Synergy_Bliss=-1.11, Synergy_Loewe=-5.81, Synergy_HSA=-6.65. (6) Drug 1: CN(C)C1=NC(=NC(=N1)N(C)C)N(C)C. Drug 2: CC12CCC3C(C1CCC2O)C(CC4=C3C=CC(=C4)O)CCCCCCCCCS(=O)CCCC(C(F)(F)F)(F)F. Cell line: SNB-19. Synergy scores: CSS=-3.63, Synergy_ZIP=-0.896, Synergy_Bliss=-5.42, Synergy_Loewe=-4.30, Synergy_HSA=-7.01. (7) Drug 1: CCN(CC)CCCC(C)NC1=C2C=C(C=CC2=NC3=C1C=CC(=C3)Cl)OC. Drug 2: CC(C)CN1C=NC2=C1C3=CC=CC=C3N=C2N. Cell line: SNB-19. Synergy scores: CSS=25.1, Synergy_ZIP=7.37, Synergy_Bliss=10.7, Synergy_Loewe=8.68, Synergy_HSA=8.13.